Binary Classification. Given a T-cell receptor sequence (or CDR3 region) and an epitope sequence, predict whether binding occurs between them. From a dataset of TCR-epitope binding with 47,182 pairs between 192 epitopes and 23,139 TCRs. (1) The epitope is GTSGSPIINR. Result: 1 (the TCR binds to the epitope). The TCR CDR3 sequence is CASSGGAAYEQYF. (2) The epitope is RIFTIGTVTLK. The TCR CDR3 sequence is CSAPVGVEQYF. Result: 1 (the TCR binds to the epitope).